Task: Predict the product of the given reaction.. Dataset: Forward reaction prediction with 1.9M reactions from USPTO patents (1976-2016) (1) Given the reactants [CH:1]([N:14]1[CH2:19][CH2:18][N:17]([CH2:20][CH:21]2[O:25][C:24](=[O:26])[N:23]([CH:27]([CH3:29])[CH3:28])[CH2:22]2)[CH2:16][CH2:15]1)([C:8]1[CH:13]=[CH:12][CH:11]=[CH:10][CH:9]=1)[C:2]1[CH:7]=[CH:6][CH:5]=[CH:4][CH:3]=1.O[CH2:31][CH:32]1OC(=O)N(C2C=CC=CC=2)[CH2:33]1.OCC1OC(=O)N(C(C)C)C1, predict the reaction product. The product is: [CH:1]([N:14]1[CH2:19][CH2:18][N:17]([CH2:20][CH:21]2[O:25][C:24](=[O:26])[N:23]([C:27]3[CH:29]=[CH:33][CH:32]=[CH:31][CH:28]=3)[CH2:22]2)[CH2:16][CH2:15]1)([C:8]1[CH:9]=[CH:10][CH:11]=[CH:12][CH:13]=1)[C:2]1[CH:7]=[CH:6][CH:5]=[CH:4][CH:3]=1. (2) Given the reactants [Br:1][C:2]1[S:3][C:4](Br)=[CH:5][CH:6]=1.[CH3:8][N:9]1[C:17]2[C:12](=[CH:13][C:14](B(O)O)=[CH:15][CH:16]=2)[CH:11]=[CH:10]1, predict the reaction product. The product is: [Br:1][C:2]1[S:3][C:4]([C:14]2[CH:13]=[C:12]3[C:17](=[CH:16][CH:15]=2)[N:9]([CH3:8])[CH:10]=[CH:11]3)=[CH:5][CH:6]=1. (3) Given the reactants [C:9](O[C:9]([O:11][C:12]([CH3:15])([CH3:14])[CH3:13])=[O:10])([O:11][C:12]([CH3:15])([CH3:14])[CH3:13])=[O:10].[NH2:16][C:17]1[CH:18]=[C:19]([CH:24]=[C:25]([C:27]([C:30]#[N:31])([CH3:29])[CH3:28])[CH:26]=1)[C:20]([O:22][CH3:23])=[O:21].C(=O)([O-])[O-].[K+].[K+], predict the reaction product. The product is: [C:12]([O:11][C:9]([NH:16][C:17]1[CH:18]=[C:19]([CH:24]=[C:25]([C:27]([C:30]#[N:31])([CH3:28])[CH3:29])[CH:26]=1)[C:20]([O:22][CH3:23])=[O:21])=[O:10])([CH3:13])([CH3:14])[CH3:15].